From a dataset of Forward reaction prediction with 1.9M reactions from USPTO patents (1976-2016). Predict the product of the given reaction. (1) Given the reactants [CH2:1]([NH:4][C:5]1[C:14]2[C:9](=[CH:10][CH:11]=[C:12]([N+:15]([O-:17])=[O:16])[CH:13]=2)[N:8]=[C:7](Cl)[N:6]=1)[CH:2]=[CH2:3].[F:19][C:20]([F:24])([F:23])[CH2:21][NH2:22].C(N(CC)CC)C, predict the reaction product. The product is: [CH2:1]([NH:4][C:5]1[C:14]2[C:9](=[CH:10][CH:11]=[C:12]([N+:15]([O-:17])=[O:16])[CH:13]=2)[N:8]=[C:7]([NH:22][CH2:21][C:20]([F:24])([F:23])[F:19])[N:6]=1)[CH:2]=[CH2:3]. (2) Given the reactants [C:1]([C:3]1[CH:4]=[N:5][CH:6]=[C:7]([CH:20]=1)[C:8]([N:10]=[S@@:11]([CH3:19])(=[O:18])[C:12]1[CH:17]=[CH:16][CH:15]=[CH:14][CH:13]=1)=[O:9])#[CH:2].I[C:22]1[CH:27]=[CH:26][C:25]([OH:28])=[CH:24][CH:23]=1.C(N(CC)CC)C, predict the reaction product. The product is: [OH:28][C:25]1[CH:26]=[CH:27][C:22]([C:2]#[C:1][C:3]2[CH:4]=[N:5][CH:6]=[C:7]([CH:20]=2)[C:8]([N:10]=[S@@:11]([CH3:19])(=[O:18])[C:12]2[CH:13]=[CH:14][CH:15]=[CH:16][CH:17]=2)=[O:9])=[CH:23][CH:24]=1. (3) Given the reactants [C:1]([O:5][C:6]([N:8]1[CH2:14][CH2:13][C:12]2[CH:15]=[C:16]([O:31][CH3:32])[C:17]([NH:19][S:20]([C:23]3[CH:28]=[CH:27][C:26]([CH2:29]Br)=[CH:25][CH:24]=3)(=[O:22])=[O:21])=[CH:18][C:11]=2[CH2:10][CH2:9]1)=[O:7])([CH3:4])([CH3:3])[CH3:2].[F:33][C:34]1[CH:39]=[CH:38][C:37]([NH2:40])=[CH:36][CH:35]=1.C([O-])(O)=O.[Na+].CCCCCC.C(OCC)(=O)C, predict the reaction product. The product is: [C:1]([O:5][C:6]([N:8]1[CH2:14][CH2:13][C:12]2[CH:15]=[C:16]([O:31][CH3:32])[C:17]([NH:19][S:20]([C:23]3[CH:28]=[CH:27][C:26]([CH2:29][NH:40][C:37]4[CH:38]=[CH:39][C:34]([F:33])=[CH:35][CH:36]=4)=[CH:25][CH:24]=3)(=[O:22])=[O:21])=[CH:18][C:11]=2[CH2:10][CH2:9]1)=[O:7])([CH3:4])([CH3:3])[CH3:2]. (4) Given the reactants [N:1]([C@@H:4]([CH:7]([C:12]1[CH:17]=[CH:16][C:15]([F:18])=[CH:14][CH:13]=1)[C:8]([F:11])([F:10])[F:9])[CH2:5][OH:6])=[N+]=[N-].[ClH:19], predict the reaction product. The product is: [ClH:19].[NH2:1][C@@H:4]([CH:7]([C:12]1[CH:13]=[CH:14][C:15]([F:18])=[CH:16][CH:17]=1)[C:8]([F:9])([F:10])[F:11])[CH2:5][OH:6]. (5) Given the reactants O[CH:2]1[CH2:7][CH2:6][N:5]([C:8]([O:10][C:11]([CH3:14])([CH3:13])[CH3:12])=[O:9])[CH2:4][CH2:3]1.N1C=CN=C1.C1(P(C2C=CC=CC=2)C2C=CC=CC=2)C=CC=CC=1.[I:39]I, predict the reaction product. The product is: [I:39][CH:2]1[CH2:7][CH2:6][N:5]([C:8]([O:10][C:11]([CH3:14])([CH3:13])[CH3:12])=[O:9])[CH2:4][CH2:3]1. (6) Given the reactants Cl[C:2]1[CH:3]=[CH:4][C:5]2[N:6]([C:8]([C:11]#[N:12])=[CH:9][N:10]=2)[N:7]=1.[Cl:13][C:14]1[CH:15]=[C:16]([CH:19]=[CH:20][C:21]=1[Cl:22])[CH2:17][NH2:18], predict the reaction product. The product is: [Cl:13][C:14]1[CH:15]=[C:16]([CH:19]=[CH:20][C:21]=1[Cl:22])[CH2:17][NH:18][C:2]1[CH:3]=[CH:4][C:5]2[N:6]([C:8]([C:11]#[N:12])=[CH:9][N:10]=2)[N:7]=1. (7) Given the reactants [CH3:1][C:2]1[CH:6]=[C:5]([CH3:7])[N:4]([C:8]2[N:13]=[C:12]([NH:14][C:15](=[O:17])[CH3:16])[CH:11]=[C:10]([C:18]3[CH:23]=[CH:22][CH:21]=[C:20]([CH:24]=[O:25])[CH:19]=3)[N:9]=2)[N:3]=1.[F:26]C1C=CC(C=O)=CC=1B(O)O, predict the reaction product. The product is: [CH3:1][C:2]1[CH:6]=[C:5]([CH3:7])[N:4]([C:8]2[N:13]=[C:12]([NH:14][C:15](=[O:17])[CH3:16])[CH:11]=[C:10]([C:18]3[CH:19]=[C:20]([CH:24]=[O:25])[CH:21]=[CH:22][C:23]=3[F:26])[N:9]=2)[N:3]=1. (8) Given the reactants CO/[CH:3]=[C:4]1\[C:5](=[O:20])[N:6]([C:17](=[O:19])[CH3:18])[N:7]([C:14](=[O:16])[CH3:15])[C:8]2[C:13]\1=[CH:12][CH:11]=[CH:10][CH:9]=2.Cl.[OH:22][C:23]1[CH:24]=[C:25]([CH:28]=[CH:29][C:30]=1[O:31][CH3:32])[CH2:26][NH2:27].C(N(CC)CC)C.CN(C)C=O, predict the reaction product. The product is: [C:14]([N:7]1[C:8]2[C:13](=[CH:12][CH:11]=[CH:10][CH:9]=2)/[C:4](=[CH:3]/[NH:27][CH2:26][C:25]2[CH:28]=[CH:29][C:30]([O:31][CH3:32])=[C:23]([OH:22])[CH:24]=2)/[C:5](=[O:20])[N:6]1[C:17](=[O:19])[CH3:18])(=[O:16])[CH3:15]. (9) Given the reactants [F:1][C:2]([F:37])([F:36])[C:3]1[CH:4]=[C:5]([C:13]([N:15]2[C@H:20]([CH2:21][C:22]3[C:30]4[C:25](=[CH:26][CH:27]=[CH:28][CH:29]=4)[NH:24][CH:23]=3)[CH2:19][N:18]3[CH2:31][CH:32](Br)[CH2:33][CH2:34][C@@H:17]3[CH2:16]2)=[O:14])[CH:6]=[C:7]([C:9]([F:12])([F:11])[F:10])[CH:8]=1.[NH:38]1[CH2:43][CH2:42][O:41][CH2:40][CH2:39]1, predict the reaction product. The product is: [F:1][C:2]([F:37])([F:36])[C:3]1[CH:4]=[C:5]([C:13]([N:15]2[C@H:20]([CH2:21][C:22]3[C:30]4[C:25](=[CH:26][CH:27]=[CH:28][CH:29]=4)[NH:24][CH:23]=3)[CH2:19][N:18]3[CH2:31][C@H:32]([N:38]4[CH2:43][CH2:42][O:41][CH2:40][CH2:39]4)[CH2:33][CH2:34][C@@H:17]3[CH2:16]2)=[O:14])[CH:6]=[C:7]([C:9]([F:12])([F:11])[F:10])[CH:8]=1.[F:1][C:2]([F:37])([F:36])[C:3]1[CH:4]=[C:5]([C:13]([N:15]2[C@H:20]([CH2:21][C:22]3[C:30]4[C:25](=[CH:26][CH:27]=[CH:28][CH:29]=4)[NH:24][CH:23]=3)[CH2:19][N:18]3[CH2:31][C@@H:32]([N:38]4[CH2:43][CH2:42][O:41][CH2:40][CH2:39]4)[CH2:33][CH2:34][C@@H:17]3[CH2:16]2)=[O:14])[CH:6]=[C:7]([C:9]([F:12])([F:11])[F:10])[CH:8]=1.